From a dataset of Reaction yield outcomes from USPTO patents with 853,638 reactions. Predict the reaction yield, written as a fraction of the theoretical maximum amount of product (1.0 means a 100% yield; for example, 0.34 means a 34% yield). (1) The reactants are C(NC(C)C)(C)C.C([Li])CCC.CCCCCC.[CH:19]1([C:24]([O:26][CH2:27][CH3:28])=[O:25])[CH2:23][CH2:22][CH2:21][CH2:20]1.[CH3:29][O:30][C:31]1[CH:38]=[CH:37][C:34]([CH2:35]Br)=[CH:33][CH:32]=1.[Cl-].[NH4+]. The catalyst is C1COCC1.O.C(OCC)(=O)C. The product is [CH2:27]([O:26][C:24]([C:19]1([CH2:35][C:34]2[CH:37]=[CH:38][C:31]([O:30][CH3:29])=[CH:32][CH:33]=2)[CH2:23][CH2:22][CH2:21][CH2:20]1)=[O:25])[CH3:28]. The yield is 0.790. (2) The reactants are [Br-].[Br:2][CH2:3][P+](C1C=CC=CC=1)(C1C=CC=CC=1)C1C=CC=CC=1.CC(C)([O-])C.[K+].[N:29]1[C:38]2[C:33](=[CH:34][CH:35]=[CH:36][CH:37]=2)[CH:32]=[CH:31][C:30]=1[CH:39]=O. The catalyst is C1COCC1. The product is [Br:2]/[CH:3]=[CH:39]\[C:30]1[CH:31]=[CH:32][C:33]2[C:38](=[CH:37][CH:36]=[CH:35][CH:34]=2)[N:29]=1. The yield is 0.591.